From a dataset of Full USPTO retrosynthesis dataset with 1.9M reactions from patents (1976-2016). Predict the reactants needed to synthesize the given product. (1) Given the product [CH2:7]([N:10]1[C:20]2[CH:25]=[CH:24][C:23]([Cl:26])=[CH:22][C:21]=2[CH:27]([C:29]2[CH:34]=[CH:33][CH:32]=[C:31]([O:35][CH3:36])[C:30]=2[O:37][CH3:38])[O:28][CH:12]([CH2:13][C:14]([O:16][CH2:17][CH3:18])=[O:15])[C:11]1=[O:19])[CH:8]=[CH2:9], predict the reactants needed to synthesize it. The reactants are: C(=O)([O-])[O-].[K+].[K+].[CH2:7]([N:10]([C:20]1[CH:25]=[CH:24][C:23]([Cl:26])=[CH:22][C:21]=1[CH:27]([C:29]1[CH:34]=[CH:33][CH:32]=[C:31]([O:35][CH3:36])[C:30]=1[O:37][CH3:38])[OH:28])[C:11](=[O:19])/[CH:12]=[CH:13]/[C:14]([O:16][CH2:17][CH3:18])=[O:15])[CH:8]=[CH2:9].C(OCC)(=O)C. (2) Given the product [OH:4][C@@H:3]([CH3:5])[C@H:2]([NH:1][C:9]([O:12][CH2:24][CH2:23][CH2:22][CH2:21][CH2:20][C:14]1[CH:19]=[CH:18][CH:17]=[CH:16][CH:15]=1)=[O:10])[C:6]([OH:8])=[O:7], predict the reactants needed to synthesize it. The reactants are: [NH2:1][C@H:2]([C:6]([OH:8])=[O:7])[C@H:3]([CH3:5])[OH:4].[C:9]([O-:12])(O)=[O:10].[Na+].[C:14]1([CH2:20][CH2:21][CH2:22][CH2:23][CH2:24]C2C(=O)N(C([O-])=O)C=CC=2)[CH:19]=[CH:18][CH:17]=[CH:16][CH:15]=1. (3) Given the product [CH3:30][C:24]1[CH:25]=[CH:26][CH:27]=[C:28]([CH3:29])[C:23]=1[C:4]1[CH:3]=[C:2]([N:37]2[CH2:38][CH2:39][C@H:34]([O:33][CH3:32])[C:35]([CH3:41])([CH3:40])[CH2:36]2)[C:11]2[C:10](=[O:12])[N:9]([C:13]3[CH:18]=[C:17]([CH:19]([CH3:21])[CH3:20])[CH:16]=[CH:15][C:14]=3[CH3:22])[CH2:8][CH2:7][C:6]=2[N:5]=1, predict the reactants needed to synthesize it. The reactants are: Cl[C:2]1[C:11]2[C:10](=[O:12])[N:9]([C:13]3[CH:18]=[C:17]([CH:19]([CH3:21])[CH3:20])[CH:16]=[CH:15][C:14]=3[CH3:22])[CH2:8][CH2:7][C:6]=2[N:5]=[C:4]([C:23]2[C:28]([CH3:29])=[CH:27][CH:26]=[CH:25][C:24]=2[CH3:30])[CH:3]=1.Cl.[CH3:32][O:33][C@H:34]1[CH2:39][CH2:38][NH:37][CH2:36][C:35]1([CH3:41])[CH3:40].CCN(C(C)C)C(C)C.C(=O)(O)[O-].[Na+]. (4) Given the product [NH2:29][C:20]([NH:19][CH2:18][CH2:17][C:15]1[S:16][C:12]([CH2:11][CH2:10][C:8]2[N:9]=[C:5]([NH:4][C:1](=[O:3])[CH3:2])[S:6][CH:7]=2)=[CH:13][CH:14]=1)=[NH:21], predict the reactants needed to synthesize it. The reactants are: [C:1]([NH:4][C:5]1[S:6][CH:7]=[C:8]([CH2:10][CH2:11][C:12]2[S:16][C:15]([CH2:17][CH2:18][NH:19][CH:20]([NH:29]C(=O)OC(C)(C)C)[NH:21]C(=O)OC(C)(C)C)=[CH:14][CH:13]=2)[N:9]=1)(=[O:3])[CH3:2].Cl.CO.